From a dataset of Reaction yield outcomes from USPTO patents with 853,638 reactions. Predict the reaction yield, written as a fraction of the theoretical maximum amount of product (1.0 means a 100% yield; for example, 0.34 means a 34% yield). (1) The reactants are [CH2:1]([NH:8][C:9](=[O:28])[C@@H:10]([CH2:19][O:20][CH2:21][C:22]1[CH:27]=[CH:26][CH:25]=[CH:24][CH:23]=1)[NH:11]C(OC(C)(C)C)=O)[C:2]1[CH:7]=[CH:6][CH:5]=[CH:4][CH:3]=1.ClCCl.FC(F)(F)C(O)=O.[OH-].[Na+]. The catalyst is O. The product is [CH2:1]([NH:8][C:9](=[O:28])[C@@H:10]([CH2:19][O:20][CH2:21][C:22]1[CH:27]=[CH:26][CH:25]=[CH:24][CH:23]=1)[NH2:11])[C:2]1[CH:3]=[CH:4][CH:5]=[CH:6][CH:7]=1. The yield is 0.900. (2) The reactants are [Cl:1][C:2]1[C:3]([CH3:39])=[C:4]([C:17]2[CH:22]=[CH:21][CH:20]=[C:19]([CH2:23][O:24][C:25]3[CH:38]=[CH:37][C:28]4[C@H:29]([CH2:32][C:33]([O:35]C)=[O:34])[CH2:30][O:31][C:27]=4[CH:26]=3)[CH:18]=2)[C:5]([CH3:16])=[CH:6][C:7]=1[O:8][CH2:9][CH2:10][CH2:11][S:12]([CH3:15])(=[O:14])=[O:13].CO.[OH-].[Na+].Cl. The catalyst is O.O1CCCC1. The product is [Cl:1][C:2]1[C:3]([CH3:39])=[C:4]([C:17]2[CH:22]=[CH:21][CH:20]=[C:19]([CH2:23][O:24][C:25]3[CH:38]=[CH:37][C:28]4[C@H:29]([CH2:32][C:33]([OH:35])=[O:34])[CH2:30][O:31][C:27]=4[CH:26]=3)[CH:18]=2)[C:5]([CH3:16])=[CH:6][C:7]=1[O:8][CH2:9][CH2:10][CH2:11][S:12]([CH3:15])(=[O:13])=[O:14]. The yield is 0.630.